Dataset: NCI-60 drug combinations with 297,098 pairs across 59 cell lines. Task: Regression. Given two drug SMILES strings and cell line genomic features, predict the synergy score measuring deviation from expected non-interaction effect. (1) Drug 1: B(C(CC(C)C)NC(=O)C(CC1=CC=CC=C1)NC(=O)C2=NC=CN=C2)(O)O. Drug 2: CC1CC(C(C(C=C(C(C(C=CC=C(C(=O)NC2=CC(=O)C(=C(C1)C2=O)OC)C)OC)OC(=O)N)C)C)O)OC. Cell line: T-47D. Synergy scores: CSS=40.0, Synergy_ZIP=1.72, Synergy_Bliss=0.0906, Synergy_Loewe=-11.6, Synergy_HSA=0.329. (2) Drug 1: C1=NC2=C(N=C(N=C2N1C3C(C(C(O3)CO)O)O)F)N. Drug 2: CC1=C(C=C(C=C1)C(=O)NC2=CC(=CC(=C2)C(F)(F)F)N3C=C(N=C3)C)NC4=NC=CC(=N4)C5=CN=CC=C5. Cell line: LOX IMVI. Synergy scores: CSS=-0.764, Synergy_ZIP=2.79, Synergy_Bliss=5.20, Synergy_Loewe=-0.690, Synergy_HSA=-0.623. (3) Drug 1: C1=CC(=CC=C1CC(C(=O)O)N)N(CCCl)CCCl.Cl. Drug 2: CC(C)NC(=O)C1=CC=C(C=C1)CNNC.Cl. Cell line: CAKI-1. Synergy scores: CSS=5.06, Synergy_ZIP=-9.79, Synergy_Bliss=-9.32, Synergy_Loewe=-24.7, Synergy_HSA=-7.19.